This data is from Full USPTO retrosynthesis dataset with 1.9M reactions from patents (1976-2016). The task is: Predict the reactants needed to synthesize the given product. (1) The reactants are: N1([O:10][C:11]2[C:20]3[C:15](=[CH:16][CH:17]=[CH:18][CH:19]=3)[N:14]=[CH:13][N:12]=2)C2C=CC=CC=2N=N1.[C:21]1(B(O)O)[CH:26]=[CH:25][CH:24]=[CH:23][CH:22]=1.C([O-])([O-])=O.[Cs+].[Cs+].C[O:37][CH2:38][CH2:39]OC. Given the product [N:14]1[C:15]2[C:20](=[CH:19][CH:18]=[CH:17][CH:16]=2)[C:11]([O:10][C:24]2[CH:25]=[CH:26][C:21]([C:38](=[O:37])[CH3:39])=[CH:22][CH:23]=2)=[N:12][CH:13]=1, predict the reactants needed to synthesize it. (2) The reactants are: [Cl:1][C:2]1[CH:9]=[C:8]([N:10]([CH2:16][CH:17]2[CH2:22][CH2:21][CH2:20][CH2:19][CH2:18]2)[C@H:11]2[CH2:15][CH2:14][NH:13][CH2:12]2)[CH:7]=[CH:6][C:3]=1[C:4]#[N:5].[C:23]1([CH2:29][S:30](Cl)(=[O:32])=[O:31])[CH:28]=[CH:27][CH:26]=[CH:25][CH:24]=1. Given the product [Cl:1][C:2]1[CH:9]=[C:8]([N:10]([CH2:16][CH:17]2[CH2:22][CH2:21][CH2:20][CH2:19][CH2:18]2)[C@H:11]2[CH2:15][CH2:14][N:13]([S:30]([CH2:29][C:23]3[CH:28]=[CH:27][CH:26]=[CH:25][CH:24]=3)(=[O:32])=[O:31])[CH2:12]2)[CH:7]=[CH:6][C:3]=1[C:4]#[N:5], predict the reactants needed to synthesize it. (3) Given the product [F:1][C:2]1[CH:7]=[CH:6][C:5]([N:8]2[C:16]3[C:11](=[CH:12][CH:13]=[C:14]([OH:26])[CH:15]=3)[CH:10]=[N:9]2)=[CH:4][CH:3]=1, predict the reactants needed to synthesize it. The reactants are: [F:1][C:2]1[CH:7]=[CH:6][C:5]([N:8]2[C:16]3[C:11](=[CH:12][CH:13]=[C:14](B4OC(C)(C)C(C)(C)O4)[CH:15]=3)[CH:10]=[N:9]2)=[CH:4][CH:3]=1.[OH-:26].[Na+].OO.Cl. (4) Given the product [CH2:1]([O:3][C:4](=[O:14])[N:5]=[C:6]([NH:36][C@H:31]([C:30](=[O:37])[NH:29][C@H:26]([C:25]([C:17]1[O:16][C:20]2[CH:21]=[CH:22][CH:23]=[CH:24][C:19]=2[N:18]=1)=[O:38])[CH2:27][CH3:28])[CH2:32][CH:33]([CH3:34])[CH3:35])[N:8]1[CH2:13][CH2:12][O:11][CH2:10][CH2:9]1)[CH3:2], predict the reactants needed to synthesize it. The reactants are: [CH2:1]([O:3][C:4](=[O:14])[NH:5][C:6]([N:8]1[CH2:13][CH2:12][O:11][CH2:10][CH2:9]1)=S)[CH3:2].Cl.[O:16]1[C:20]2[CH:21]=[CH:22][CH:23]=[CH:24][C:19]=2[N:18]=[C:17]1[CH:25]([OH:38])[CH:26]([NH:29][C:30](=[O:37])[CH:31]([NH2:36])[CH2:32][CH:33]([CH3:35])[CH3:34])[CH2:27][CH3:28].C(N(C(C)C)CC)(C)C.[I-].ClC1C=CC=C[N+]=1C. (5) Given the product [F:13][C:4]1[CH:5]=[C:6]([CH3:14])[CH:7]=[C:8]([N+:9]([O-:11])=[O:10])[C:3]=1[O:2][CH3:1], predict the reactants needed to synthesize it. The reactants are: [CH3:1][O:2][C:3]1[C:8]([N+:9]([O-:11])=[O:10])=[CH:7][C:6](Br)=[CH:5][C:4]=1[F:13].[CH3:14][Sn](C)(C)C.C(N(C(C)C)C(C)C)C. (6) Given the product [NH2:35][C:36]1[CH:46]=[CH:45][C:44]([C:15]2[CH:16]=[C:17]3[C:9]([C:4]4[CH:5]=[CH:6][CH:7]=[CH:8][C:3]=4[O:2][CH3:1])=[N:10][N:11]([CH2:27][O:28][C:29](=[O:34])[C:30]([CH3:31])([CH3:33])[CH3:32])[C:12]3=[N:13][CH:14]=2)=[CH:43][C:37]=1[C:38](=[O:39])[N:40]([CH3:41])[CH3:42], predict the reactants needed to synthesize it. The reactants are: [CH3:1][O:2][C:3]1[CH:8]=[CH:7][CH:6]=[CH:5][C:4]=1[C:9]1[C:17]2[C:12](=[N:13][CH:14]=[C:15](C3OC(C)(C)C(C)(C)O3)[CH:16]=2)[N:11]([CH2:27][O:28][C:29](=[O:34])[C:30]([CH3:33])([CH3:32])[CH3:31])[N:10]=1.[NH2:35][C:36]1[CH:46]=[CH:45][C:44](Br)=[CH:43][C:37]=1[C:38]([N:40]([CH3:42])[CH3:41])=[O:39]. (7) The reactants are: [Cl:1][C:2]1[CH:3]=[C:4]([CH:7]=[C:8]([Cl:20])[C:9]=1[C:10]1[S:11][C:12]2[C:13]([Cl:19])=[N:14][CH:15]=[CH:16][C:17]=2[N:18]=1)[CH:5]=[O:6].C([BH3-])#N.[Na+]. Given the product [Cl:1][C:2]1[CH:3]=[C:4]([CH2:5][OH:6])[CH:7]=[C:8]([Cl:20])[C:9]=1[C:10]1[S:11][C:12]2[C:13]([Cl:19])=[N:14][CH:15]=[CH:16][C:17]=2[N:18]=1, predict the reactants needed to synthesize it.